From a dataset of Full USPTO retrosynthesis dataset with 1.9M reactions from patents (1976-2016). Predict the reactants needed to synthesize the given product. Given the product [Br:1][C:2]1[C:3]([C:8]2([C:9]#[N:10])[CH2:23][CH2:22][N:14]([C:15]([O:16][C:17]([CH3:19])([CH3:18])[CH3:20])=[O:21])[CH2:13][CH2:12]2)=[N:4][CH:5]=[CH:6][CH:7]=1, predict the reactants needed to synthesize it. The reactants are: [Br:1][C:2]1[C:3]([CH2:8][C:9]#[N:10])=[N:4][CH:5]=[CH:6][CH:7]=1.Cl[CH2:12][CH2:13][N:14]([CH2:22][CH2:23]Cl)[C:15](=[O:21])[O:16][C:17]([CH3:20])([CH3:19])[CH3:18].[H-].[Na+].